From a dataset of Catalyst prediction with 721,799 reactions and 888 catalyst types from USPTO. Predict which catalyst facilitates the given reaction. Reactant: [CH2:1]([C@H:8]1[CH2:12][O:11][C:10](=[O:13])[N:9]1[C:14](=[O:19])[CH2:15][O:16][CH2:17][CH3:18])[C:2]1[CH:7]=[CH:6][CH:5]=[CH:4][CH:3]=1.[CH2:20]([O:27][C:28]1[CH:35]=[C:34]([CH3:36])[C:31]([CH:32]=[O:33])=[C:30]([CH3:37])[CH:29]=1)[C:21]1[CH:26]=[CH:25][CH:24]=[CH:23][CH:22]=1.[O-]S(C(F)(F)F)(=O)=O.C([B+]CCCC)CCC. Product: [CH2:1]([C@H:8]1[CH2:12][O:11][C:10](=[O:13])[N:9]1[C:14](=[O:19])[C@@H:15]([O:16][CH2:17][CH3:18])[C@@H:32]([C:31]1[C:30]([CH3:37])=[CH:29][C:28]([O:27][CH2:20][C:21]2[CH:26]=[CH:25][CH:24]=[CH:23][CH:22]=2)=[CH:35][C:34]=1[CH3:36])[OH:33])[C:2]1[CH:3]=[CH:4][CH:5]=[CH:6][CH:7]=1. The catalyst class is: 66.